Dataset: Experimentally validated miRNA-target interactions with 360,000+ pairs, plus equal number of negative samples. Task: Binary Classification. Given a miRNA mature sequence and a target amino acid sequence, predict their likelihood of interaction. (1) The miRNA is hsa-miR-6889-3p with sequence UCUGUGCCCCUACUUCCCAG. The protein sequence of the target gene is MGVIGIQLVVTMVMASVMQKIIPHYSLARWLLCNGSLRWYQHPTEEELRILAGKQQKGKTKKDRKYNGHIESKPLTIPKDIDLHLETKSVTEVDTLALHYFPEYQWLVDFTVAATVVYLVTEVYYNFMKPTQEMNISLVWCLLVLSFAIKVLFSLTTHYFKVEDGGERSVCVTFGFFFFVKAMAVLIVTENYLEFGLETGFTNFSDSAMQFLEKQGLESQSPVSKLTFKFFLAIFCSFIGAFLTFPGLRLAQMHLDALNLATEKITQTLLHINFLAPLFMVLLWVKPITKDYIMNPPLGK.... Result: 0 (no interaction). (2) The miRNA is hsa-miR-652-3p with sequence AAUGGCGCCACUAGGGUUGUG. The protein sequence of the target gene is MEPIYPFARPQMNTRFPSSRMVPFHFPPSKCALWNPTPTGDFIYLHLSYYRNPKLVVTEKTIRLAYRHAKQNKKNSSCFLLGSLTADEDEEGVTLTVDRFDPGREVPECLEITPTASLPGDFLIPCKVHTQELCSREMIVHSVDDFSSALKALQCHICSKDSLDCGKLLSLRVHITSRESLDSVEFDLHWAAVTLANNFKCTPVKPIPIIPTALARNLSSNLNISQVQGTYKYGYLTMDETRKLLLLLESDPKVYSLPLVGIWLSGITHIYSPQVWACCLRYIFNSSVQERVFSESGNFI.... Result: 0 (no interaction). (3) The miRNA is hsa-miR-6513-3p with sequence UCAAGUGUCAUCUGUCCCUAG. The protein sequence of the target gene is MASPRELTQNPLKKIWMPYSNGRPALHASQRGVCMTNCPTLIVMVGLPARGKTYISKKLTRYLNWIGVPTREFNVGQYRRDIVKTYKSFEFFLPDNEEGLKIRKQCALAALSDVRKFLSEEGGHVAVFDATNTTRERRAMIFNFGEQNGYKTFFVESICVDPEVVAANIVQVKLGSPDYVNRDSDEATEDFMRRIECYENSYESLDEDLDRDLSYIKIMDVGQSYVVNRVADHIQSRIVYYLMNIHVTPRSIYLCRHGESELNLKGRIGGDPGLSPRGREFSKHLAQFISDQNIKDLKVW.... Result: 0 (no interaction). (4) The miRNA is mmu-miR-335-5p with sequence UCAAGAGCAAUAACGAAAAAUGU. The protein sequence of the target gene is MNRCWALFLPLCCYLRLVSAEGDPIPEELYEMLSDHSIRSFDDLQRLLHRDSVDEDGAELDLNMTRAHSGVELESSSRGRRSLGSLAAAEPAVIAECKTRTEVFQISRNLIDRTNANFLVWPPCVEVQRCSGCCNNRNVQCRASQVQMRPVQVRKIEIVRKKPIFKKATVTLEDHLACKCETIVTPRPVTRSPGTSREQRAKTPQARVTIRTVRIRRPPKGKHRKFKHTHDKAALKETLGA. Result: 0 (no interaction). (5) The miRNA is hsa-miR-155-5p with sequence UUAAUGCUAAUCGUGAUAGGGGUU. The protein sequence of the target gene is MGLGARGAWAALLLGTLQVLALLGAAHESAAMAASANIENSGLPHNSSANSTETLQHVPSDHTNETSNSTVKPPTSVASDSSNTTVTTMKPTAASNTTTPGMVSTNMTSTTLKSTPKTTSVSQNTSQISTSTMTVTHNSSVTSAASSVTITTTMHSEAKKGSKFDTGSFVGGIVLTLGVLSILYIGCKMYYSRRGIRYRTIDEHDAII. Result: 1 (interaction). (6) The miRNA is mmu-miR-1928 with sequence AGCUACAUUGCCAGCUC. The protein sequence of the target gene is MEGSGEQPGPQPQHPGDHRIRDGDFVVLKREDVFKAVQVQRRKKVTFEKQWFYLDNVIGHSYGTAFEVTSGGSLQPKKKREEPTAETKEAGTDNRNIVDDGKSQKLTQDDIKALKDKGIKGEEIVQQLIENSTTFRDKTEFAQDKYIKKKKKKYEAIITVVKPSTRILSIMYYAREPGKINHMRYDTLAQMLTLGNIRAGNKMIVMETCAGLVLGAMMERMGGFGSIIQLYPGGGPVRAATACFGFPKSFLSGLYEFPLNKVDSLLHGTFSAKMLSSEPKDSALVEESNGTLEEKQASEQ.... Result: 0 (no interaction). (7) The miRNA is mmu-miR-202-3p with sequence AGAGGUAUAGCGCAUGGGAAGA. The protein sequence of the target gene is MALTQVRLTFRDVAIEFSQEEWKCLDPAQRILYRDVMLENYWNLVSLGLCHFDMNIISMLEEGKEPWTVKSCVKIARKPRTPECVKGVVTDIPPKCTIKDLLPKEKSSTEAVFHTVVLERHESPDIEDFSFKEPQKNVHDFECQWRDDTGNYKGVLMAQKEGKRDQRDRRDIENKLMNNQLGVSFHSHLPELQLFQGEGKMYECNQVEKSTNNGSSVSPLQQIPSSVQTHRSKKYHELNHFSLLTQRRKANSCGKPYKCNECGKAFTQNSNLTSHRRIHSGEKPYKCSECGKTFTVRSNL.... Result: 0 (no interaction). (8) The miRNA is hsa-miR-520a-5p with sequence CUCCAGAGGGAAGUACUUUCU. The protein sequence of the target gene is MERPQPDSMPQDLSEALKEATKEVHTQAENAEFMRNFQKGQVTRDGFKLVMASLYHIYVALEEEIERNKESPVFAPVYFPEELHRKAALEQDLAFWYGPRWQEVIPYTPAMQRYVKRLHEVGRTEPELLVAHAYTRYLGDLSGGQVLKKIAQKALDLPSSGEGLAFFTFPNIASATKFKQLYRSRMNSLEMTPAVRQRVIEEAKTAFLLNIQLFEELQELLTHDTKDQSPSRAPGLRQRASNKVQDSAPVETPRGKPPLNTRSQAPLLRWVLTLSFLVATVAVGLYAM. Result: 1 (interaction). (9) The miRNA is rno-miR-125a-3p with sequence ACAGGUGAGGUUCUUGGGAGCC. The protein sequence of the target gene is MTLQELVHKAASCYMDRVAVCFDECNNQLPVYYTYKTVVNAASELSNFLLLHCDFQGIREIGLYCQPGIDLPSWILGILQVPAAYVPIEPDSPPSLSTHFMKKCNLKYILVEKKQINKFKSFHETLLNYDTFTVEHNDLVLFRLHWKNTEVNLMLNDGKEKYEKEKIKSISSEHVNEEKAEEHMDLRLKHCLAYVLHTSGTTGIPKIVRVPHKCIVPNIQHFRVLFDITQEDVLFLASPLTFDPSVVEIFLALSSGASLLIVPTSVKLLPSKLASVLFSHHRVTVLQATPTLLRRFGSQL.... Result: 0 (no interaction). (10) The miRNA is hsa-miR-6082 with sequence GAAUACGUCUGGUUGAUCC. The protein sequence of the target gene is MIEDKGPRVADYFVVAGLTDVSKPLEEEIHFNDACHKVAKPKEPITDVSVIIKSLGEEVPQDYICIDVTPTGLSADLNNGSLVGPQIYLCYRRGRDKPPLTDLGVLYDWKERLKQGCEIIQSTPYGRPANISGSTSSQRIYITYRRASENMTQNTLAVTDICIIIPSKGESPPHTFCKVDKNLNNSMWGSAVYLCYKKSVAKTNTVSYKAGLICRYPQEDYESFSLPESVPLFCLPMGATIECWPSNSKYPLPVFSTFVLTGASAEKVYGAAIQFYEPYSEENLTEKQRLLLGLTSADGK.... Result: 0 (no interaction).